This data is from Full USPTO retrosynthesis dataset with 1.9M reactions from patents (1976-2016). The task is: Predict the reactants needed to synthesize the given product. (1) Given the product [C:19]([O:11][C:9]1[CH:8]=[CH:7][C:5]2[N:6]=[C:2]([CH3:1])[O:3][C:4]=2[CH:10]=1)(=[O:26])[C:20]1[CH:25]=[CH:24][CH:23]=[CH:22][CH:21]=1, predict the reactants needed to synthesize it. The reactants are: [CH3:1][C:2]1[O:3][C:4]2[CH:10]=[C:9]([OH:11])[CH:8]=[CH:7][C:5]=2[N:6]=1.C(N(CC)CC)C.[C:19](Cl)(=[O:26])[C:20]1[CH:25]=[CH:24][CH:23]=[CH:22][CH:21]=1. (2) Given the product [F:1][C:2]1[CH:13]=[CH:12][C:5]2[S:6][C:7]([C:15]3[C:24]([N:25]([CH:27]([CH3:29])[CH3:28])[CH3:26])=[N:23][C:22]4[C:17](=[CH:18][CH:19]=[C:20]([C:30]([O:32][CH3:33])=[O:31])[CH:21]=4)[N:16]=3)=[CH:8][C:4]=2[CH:3]=1, predict the reactants needed to synthesize it. The reactants are: [F:1][C:2]1[CH:13]=[CH:12][C:5]2[S:6][C:7](B(O)O)=[CH:8][C:4]=2[CH:3]=1.Cl[C:15]1[C:24]([N:25]([CH:27]([CH3:29])[CH3:28])[CH3:26])=[N:23][C:22]2[C:17](=[CH:18][CH:19]=[C:20]([C:30]([O:32][CH3:33])=[O:31])[CH:21]=2)[N:16]=1.[O-]P([O-])([O-])=O.[K+].[K+].[K+]. (3) The reactants are: [Cl:1][C:2]1[CH:10]=[CH:9][C:8]([C:11]2[CH:12]=[CH:13][C:14](C#CC3CCCN3C(OC(C)(C)C)=O)=[N:15][C:16]=2[C@@H:17]([NH:27][C:28](=[O:45])[CH2:29][N:30]2[C:34]3[C:35]([F:40])([F:39])[C@@H:36]4[CH2:38][C@@H:37]4[C:33]=3[C:32]([C:41]([F:44])([F:43])[F:42])=[N:31]2)[CH2:18][C:19]2[CH:24]=[C:23]([F:25])[CH:22]=[C:21]([F:26])[CH:20]=2)=[C:7]2[C:3]=1[C:4]([NH:61][S:62]([CH3:65])(=[O:64])=[O:63])=[N:5][N:6]2[CH3:60].[C:66]([C:68]1([OH:76])[CH2:73][O:72][C:71]([CH3:75])([CH3:74])[O:70][CH2:69]1)#[CH:67]. Given the product [Cl:1][C:2]1[CH:10]=[CH:9][C:8]([C:11]2[C:16]([C@@H:17]([NH:27][C:28](=[O:45])[CH2:29][N:30]3[C:34]4[C:35]([F:39])([F:40])[C@@H:36]5[CH2:38][C@@H:37]5[C:33]=4[C:32]([C:41]([F:42])([F:43])[F:44])=[N:31]3)[CH2:18][C:19]3[CH:24]=[C:23]([F:25])[CH:22]=[C:21]([F:26])[CH:20]=3)=[N:15][C:14]([C:67]#[C:66][C:68]3([OH:76])[CH2:69][O:70][C:71]([CH3:74])([CH3:75])[O:72][CH2:73]3)=[CH:13][CH:12]=2)=[C:7]2[C:3]=1[C:4]([NH:61][S:62]([CH3:65])(=[O:63])=[O:64])=[N:5][N:6]2[CH3:60], predict the reactants needed to synthesize it. (4) Given the product [CH3:13][C:10]1[O:9][C:8]([CH:6]2[CH2:5][CH2:4][NH:3][CH:2]([CH3:1])[CH2:7]2)=[N:12][N:11]=1, predict the reactants needed to synthesize it. The reactants are: [CH3:1][CH:2]1[CH2:7][CH:6]([C:8]2[O:9][C:10]([CH3:13])=[N:11][N:12]=2)[CH2:5][CH2:4][N:3]1C(OC(C)(C)C)=O.C(O)(C(F)(F)F)=O. (5) The reactants are: [CH2:1]([O:8][C:9](N1C(=O)CCC1=O)=[O:10])[C:2]1[CH:7]=[CH:6][CH:5]=[CH:4][CH:3]=1.Cl.[NH2:19][CH:20]([C:26]([O:28][CH2:29][CH3:30])=[O:27])[C:21]([O:23][CH2:24][CH3:25])=[O:22].C(N(CC)CC)C. Given the product [CH2:1]([O:8][C:9]([NH:19][CH:20]([C:21]([O:23][CH2:24][CH3:25])=[O:22])[C:26]([O:28][CH2:29][CH3:30])=[O:27])=[O:10])[C:2]1[CH:7]=[CH:6][CH:5]=[CH:4][CH:3]=1, predict the reactants needed to synthesize it. (6) Given the product [CH3:1][C:2]1[CH:3]=[C:4]([N:9]2[C:13](=[O:14])[C:12](=[N:15][NH:16][C:17]3[C:18]([O:24][CH3:25])=[C:19]([C:34]4[CH:33]=[CH:32][CH:31]=[C:30]([C:27]([OH:29])=[O:28])[CH:35]=4)[CH:20]=[CH:21][CH:22]=3)[C:11]([CH3:26])=[N:10]2)[CH:5]=[CH:6][C:7]=1[CH3:8], predict the reactants needed to synthesize it. The reactants are: [CH3:1][C:2]1[CH:3]=[C:4]([N:9]2[C:13](=[O:14])[C:12](=[N:15][NH:16][C:17]3[CH:22]=[CH:21][CH:20]=[C:19](Br)[C:18]=3[O:24][CH3:25])[C:11]([CH3:26])=[N:10]2)[CH:5]=[CH:6][C:7]=1[CH3:8].[C:27]([C:30]1[CH:31]=[C:32](B(O)O)[CH:33]=[CH:34][CH:35]=1)([OH:29])=[O:28].[OH-].[K+].C.Cl.